Dataset: Full USPTO retrosynthesis dataset with 1.9M reactions from patents (1976-2016). Task: Predict the reactants needed to synthesize the given product. (1) Given the product [F:21][CH:19]([F:20])[O:18][C:8]1[C:9]2[O:17][C:16]3[CH:15]=[CH:14][N:13]=[CH:12][C:11]=3[C:10]=2[C:5]([C:3]([OH:4])=[O:2])=[CH:6][CH:7]=1, predict the reactants needed to synthesize it. The reactants are: C[O:2][C:3]([C:5]1[C:10]2[C:11]3[CH:12]=[N:13][CH:14]=[CH:15][C:16]=3[O:17][C:9]=2[C:8]([O:18][CH:19]([F:21])[F:20])=[CH:7][CH:6]=1)=[O:4].[OH-].[Na+].C(O)(=O)C. (2) The reactants are: [CH:1]1([CH:4]([N:11]2[CH:15]=[C:14]([C:16]3[N:21]4[CH:22]=[CH:23][N:24]=[C:20]4[CH:19]=[C:18]([C:25]4[CH:26]=[N:27][N:28]([CH3:30])[CH:29]=4)[N:17]=3)[CH:13]=[N:12]2)[CH2:5][C:6](OCC)=[O:7])[CH2:3][CH2:2]1.[BH4-].[Li+].C(Cl)Cl.CC(O)C. Given the product [CH:1]1([CH:4]([N:11]2[CH:15]=[C:14]([C:16]3[N:21]4[CH:22]=[CH:23][N:24]=[C:20]4[CH:19]=[C:18]([C:25]4[CH:26]=[N:27][N:28]([CH3:30])[CH:29]=4)[N:17]=3)[CH:13]=[N:12]2)[CH2:5][CH2:6][OH:7])[CH2:3][CH2:2]1, predict the reactants needed to synthesize it. (3) Given the product [CH2:1]([C:3]1[CH:8]=[CH:7][C:6]([CH:9]2[CH2:10][CH:11]([C:24]3[O:27][N:28]=[C:29]([C:31]4[CH:36]=[CH:35][CH:34]=[CH:33][CH:32]=4)[N:30]=3)[CH2:12][N:13]([C:15]([N:17]3[CH2:18][CH2:19][CH:20]([OH:23])[CH2:21][CH2:22]3)=[O:16])[CH2:14]2)=[CH:5][CH:4]=1)[CH3:2], predict the reactants needed to synthesize it. The reactants are: [CH2:1]([C:3]1[CH:8]=[CH:7][C:6]([CH:9]2[CH2:14][N:13]([C:15]([N:17]3[CH2:22][CH2:21][CH:20]([OH:23])[CH2:19][CH2:18]3)=[O:16])[CH2:12][CH:11]([C:24](O)=O)[CH2:10]2)=[CH:5][CH:4]=1)[CH3:2].[OH:27][NH:28][C:29]([C:31]1[CH:36]=[CH:35][CH:34]=[CH:33][CH:32]=1)=[NH:30]. (4) Given the product [Cl-:3].[OH:14][C:11]1[CH:10]=[CH:9][C:8]([CH2:7][C@H:6]([NH3+:5])[C:15]([O:17][CH3:18])=[O:16])=[CH:13][CH:12]=1, predict the reactants needed to synthesize it. The reactants are: S(Cl)([Cl:3])=O.[NH2:5][C@H:6]([C:15]([OH:17])=[O:16])[CH2:7][C:8]1[CH:13]=[CH:12][C:11]([OH:14])=[CH:10][CH:9]=1.[CH3:18]O. (5) Given the product [N+:8]([C:5]1[CH:6]=[CH:7][C:2]([NH:19][CH2:18][CH2:17][C:12]2[CH:13]=[CH:14][CH:15]=[CH:16][N:11]=2)=[N:3][CH:4]=1)([O-:10])=[O:9], predict the reactants needed to synthesize it. The reactants are: Cl[C:2]1[CH:7]=[CH:6][C:5]([N+:8]([O-:10])=[O:9])=[CH:4][N:3]=1.[N:11]1[CH:16]=[CH:15][CH:14]=[CH:13][C:12]=1[CH2:17][CH2:18][NH2:19].O. (6) The reactants are: [Br:1][C:2]1[CH:7]=[CH:6][C:5]([N:8]2[C:12]([CH3:13])=[CH:11][C:10]([C:14]([O:16]CC)=[O:15])=[N:9]2)=[C:4]([C:19]([N:21]2[C@H:30]([CH2:31][OH:32])[CH2:29][C:28]3[C:23](=[CH:24][CH:25]=[CH:26][CH:27]=3)[CH2:22]2)=[O:20])[CH:3]=1.O.[OH-].[Li+]. Given the product [Br:1][C:2]1[CH:7]=[CH:6][C:5]([N:8]2[C:12]([CH3:13])=[CH:11][C:10]([C:14]([OH:16])=[O:15])=[N:9]2)=[C:4]([C:19]([N:21]2[C@H:30]([CH2:31][OH:32])[CH2:29][C:28]3[C:23](=[CH:24][CH:25]=[CH:26][CH:27]=3)[CH2:22]2)=[O:20])[CH:3]=1, predict the reactants needed to synthesize it. (7) Given the product [ClH:17].[N+:1]([C:4]1[CH:5]=[C:6]2[C:12]([NH2:13])=[N:11][NH:10][C:7]2=[N:8][CH:9]=1)([O-:3])=[O:2], predict the reactants needed to synthesize it. The reactants are: [N+:1]([C:4]1[CH:5]=[C:6]2[C:12]([NH:13]C(=O)C)=[N:11][NH:10][C:7]2=[N:8][CH:9]=1)([O-:3])=[O:2].[ClH:17]. (8) Given the product [CH:25]1[C:26]2[CH:14]([CH2:13][O:12][C:10](=[O:11])[NH:1][C:2]3[CH:7]=[CH:6][C:5]([CH2:8][OH:9])=[CH:4][CH:3]=3)[C:15]3[C:20](=[CH:19][CH:18]=[CH:17][CH:16]=3)[C:21]=2[CH:22]=[CH:23][CH:24]=1, predict the reactants needed to synthesize it. The reactants are: [NH2:1][C:2]1[CH:7]=[CH:6][C:5]([CH2:8][OH:9])=[CH:4][CH:3]=1.[C:10](Cl)([O:12][CH2:13][CH:14]1[C:26]2[C:21](=[CH:22][CH:23]=[CH:24][CH:25]=2)[C:20]2[C:15]1=[CH:16][CH:17]=[CH:18][CH:19]=2)=[O:11].N1C=CC=CC=1. (9) The reactants are: C(O[C:6]([N:8]1[CH2:15][C:14](=[O:16])[CH2:13][C@H:9]1[C:10]([OH:12])=O)=[O:7])(C)(C)C.[O:17]([CH2:24]C(Cl)=O)[C:18]1[CH:23]=[CH:22][CH:21]=[CH:20][CH:19]=1.[N:28]1([C:33]2[CH:38]=[CH:37][CH:36]=[CH:35][C:34]=2[NH2:39])[CH:32]=[CH:31][CH:30]=[CH:29]1. Given the product [O:16]=[C:14]1[CH2:15][N:8]([C:6](=[O:7])[CH2:24][O:17][C:18]2[CH:19]=[CH:20][CH:21]=[CH:22][CH:23]=2)[C@H:9]([C:10]([NH:39][C:34]2[CH:35]=[CH:36][CH:37]=[CH:38][C:33]=2[N:28]2[CH:32]=[CH:31][CH:30]=[CH:29]2)=[O:12])[CH2:13]1, predict the reactants needed to synthesize it. (10) The reactants are: [CH2:1]([O:8][C:9]1[CH:18]=[CH:17][C:16]([C:19](=[O:25])[CH:20](OCC)O)=[CH:15][C:10]=1[C:11]([O:13][CH3:14])=[O:12])[C:2]1[CH:7]=[CH:6][CH:5]=[CH:4][CH:3]=1.[CH3:26][C:27]([NH2:36])([CH3:35])[CH2:28][CH2:29][N:30]1[CH:34]=[N:33][N:32]=[CH:31]1. Given the product [CH2:1]([O:8][C:9]1[CH:18]=[CH:17][C:16]([C:19](=[O:25])[CH:20]=[N:36][C:27]([CH3:35])([CH3:26])[CH2:28][CH2:29][N:30]2[CH:31]=[N:32][N:33]=[CH:34]2)=[CH:15][C:10]=1[C:11]([O:13][CH3:14])=[O:12])[C:2]1[CH:3]=[CH:4][CH:5]=[CH:6][CH:7]=1, predict the reactants needed to synthesize it.